This data is from Catalyst prediction with 721,799 reactions and 888 catalyst types from USPTO. The task is: Predict which catalyst facilitates the given reaction. (1) Reactant: [Br:1][C:2]1[CH:7]=[C:6]([N+:8]([O-])=O)[CH:5]=[CH:4][C:3]=1[CH2:11][CH3:12]. Product: [Br:1][C:2]1[CH:7]=[C:6]([NH2:8])[CH:5]=[CH:4][C:3]=1[CH2:11][CH3:12]. The catalyst class is: 292. (2) Reactant: [CH:1]1([CH2:4][C:5]2[C:10]([C:11]3[CH:16]=[CH:15][N:14]=[C:13]([S:17][CH3:18])[N:12]=3)=[CH:9][N:8]=[CH:7][N:6]=2)[CH2:3][CH2:2]1.C1C=C(Cl)C=C(C(OO)=[O:27])C=1. Product: [CH:1]1([CH2:4][C:5]2[C:10]([C:11]3[CH:16]=[CH:15][N:14]=[C:13]([S:17]([CH3:18])=[O:27])[N:12]=3)=[CH:9][N:8]=[CH:7][N:6]=2)[CH2:2][CH2:3]1. The catalyst class is: 2. (3) Reactant: N1C=CC=CC=1.[CH3:7][O:8][C:9](=[O:24])[CH2:10][C:11]1[C:12]([CH3:23])=[N:13][NH:14][C:15]=1[C:16]1[CH:21]=[CH:20][C:19]([Cl:22])=[CH:18][CH:17]=1.[Cl:25][C:26]1[N:31]=[CH:30][C:29](B(O)O)=[CH:28][N:27]=1.Cl. Product: [CH3:7][O:8][C:9](=[O:24])[CH2:10][C:11]1[C:12]([CH3:23])=[N:13][N:14]([C:29]2[CH:28]=[N:27][C:26]([Cl:25])=[N:31][CH:30]=2)[C:15]=1[C:16]1[CH:21]=[CH:20][C:19]([Cl:22])=[CH:18][CH:17]=1. The catalyst class is: 221.